Dataset: Forward reaction prediction with 1.9M reactions from USPTO patents (1976-2016). Task: Predict the product of the given reaction. (1) Given the reactants [CH:1]1([NH2:5])[CH2:4][CH2:3][CH2:2]1.[CH3:6][C:7]1[CH:15]=[CH:14][C:10]([C:11](O)=[O:12])=[CH:9][C:8]=1[N:16]1[C:25](=[O:26])[C:24]2[C:19](=[CH:20][CH:21]=[C:22]([N:27]3[CH2:32][CH2:31][N:30]([CH:33]([CH3:35])[CH3:34])[CH2:29][CH2:28]3)[CH:23]=2)[N:18]=[CH:17]1, predict the reaction product. The product is: [CH:1]1([NH:5][C:11](=[O:12])[C:10]2[CH:14]=[CH:15][C:7]([CH3:6])=[C:8]([N:16]3[C:25](=[O:26])[C:24]4[C:19](=[CH:20][CH:21]=[C:22]([N:27]5[CH2:32][CH2:31][N:30]([CH:33]([CH3:34])[CH3:35])[CH2:29][CH2:28]5)[CH:23]=4)[N:18]=[CH:17]3)[CH:9]=2)[CH2:4][CH2:3][CH2:2]1. (2) Given the reactants [C:1]([C:5]1[CH:6]=[C:7]([NH:27][C:28]([NH:30][C@@H:31]2[C:40]3[C:35](=[CH:36][CH:37]=[CH:38][CH:39]=3)[C@H:34]([O:41][C:42]3[CH:43]=[CH:44][C:45]4[N:46]([C:48]([N:51]5[CH2:55][CH2:54][CH2:53][C@@H:52]5[CH3:56])=[N:49][N:50]=4)[CH:47]=3)[CH2:33][CH2:32]2)=[O:29])[N:8]([C:10]2[CH:15]=[CH:14][C:13]([Cl:16])=[C:12]([O:17][CH2:18][CH2:19][O:20]C3CCCCO3)[CH:11]=2)[N:9]=1)([CH3:4])([CH3:3])[CH3:2].C1(C)C=CC(S([O-])(=O)=O)=CC=1.[NH+]1C=CC=CC=1, predict the reaction product. The product is: [C:1]([C:5]1[CH:6]=[C:7]([NH:27][C:28]([NH:30][C@@H:31]2[C:40]3[C:35](=[CH:36][CH:37]=[CH:38][CH:39]=3)[C@H:34]([O:41][C:42]3[CH:43]=[CH:44][C:45]4[N:46]([C:48]([N:51]5[CH2:55][CH2:54][CH2:53][C@@H:52]5[CH3:56])=[N:49][N:50]=4)[CH:47]=3)[CH2:33][CH2:32]2)=[O:29])[N:8]([C:10]2[CH:15]=[CH:14][C:13]([Cl:16])=[C:12]([O:17][CH2:18][CH2:19][OH:20])[CH:11]=2)[N:9]=1)([CH3:4])([CH3:2])[CH3:3]. (3) Given the reactants [CH2:1]([NH:5][C:6](=[O:20])[C@H:7]([CH2:16][CH2:17][CH2:18][CH3:19])[NH:8]C(OC(C)(C)C)=O)[CH2:2][CH2:3][CH3:4].C([Cl:24])(=O)C, predict the reaction product. The product is: [ClH:24].[CH2:1]([NH:5][C:6](=[O:20])[C@H:7]([CH2:16][CH2:17][CH2:18][CH3:19])[NH2:8])[CH2:2][CH2:3][CH3:4]. (4) Given the reactants [CH2:1]([N:8]1[CH2:12][CH2:11][C@H:10]([OH:13])[CH2:9]1)[C:2]1[CH:7]=[CH:6][CH:5]=[CH:4][CH:3]=1.N12CCN(CC1)CC2.[C:22]1([CH3:32])[CH:27]=[CH:26][C:25]([S:28](Cl)(=[O:30])=[O:29])=[CH:24][CH:23]=1, predict the reaction product. The product is: [CH2:1]([N:8]1[CH2:12][CH2:11][C@H:10]([O:13][S:28]([C:25]2[CH:26]=[CH:27][C:22]([CH3:32])=[CH:23][CH:24]=2)(=[O:30])=[O:29])[CH2:9]1)[C:2]1[CH:3]=[CH:4][CH:5]=[CH:6][CH:7]=1. (5) The product is: [CH3:11][C:12]1[CH:17]=[CH:16][C:15]([S:18]([O:1][CH2:2][CH:3]2[CH2:8][CH2:7][S:6](=[O:10])(=[O:9])[CH2:5][CH2:4]2)(=[O:20])=[O:19])=[CH:14][CH:13]=1. Given the reactants [OH:1][CH2:2][CH:3]1[CH2:8][CH2:7][S:6](=[O:10])(=[O:9])[CH2:5][CH2:4]1.[CH3:11][C:12]1[CH:17]=[CH:16][C:15]([S:18](Cl)(=[O:20])=[O:19])=[CH:14][CH:13]=1, predict the reaction product. (6) Given the reactants [Cl:1][C:2]1[N:6]2[CH:7]=[C:8]([C:15]3[CH:19]=[CH:18][O:17][CH:16]=3)[CH:9]=[C:10]([C:11]([F:14])([F:13])[F:12])[C:5]2=[N:4][C:3]=1[C:20]([OH:22])=O.[CH3:23][C@H:24]1[O:28][C:27](=[O:29])[N:26]([CH:30]2[CH2:35][CH2:34][NH:33][CH2:32][CH2:31]2)[C:25]1=[O:36].C(N(CC)C(C)C)(C)C.CN(C(ON1N=NC2C=CC=NC1=2)=[N+](C)C)C.F[P-](F)(F)(F)(F)F, predict the reaction product. The product is: [Cl:1][C:2]1[N:6]2[CH:7]=[C:8]([C:15]3[CH:19]=[CH:18][O:17][CH:16]=3)[CH:9]=[C:10]([C:11]([F:12])([F:13])[F:14])[C:5]2=[N:4][C:3]=1[C:20]([N:33]1[CH2:32][CH2:31][CH:30]([N:26]2[C:25](=[O:36])[C@@H:24]([CH3:23])[O:28][C:27]2=[O:29])[CH2:35][CH2:34]1)=[O:22]. (7) Given the reactants [CH2:1]([Zn]CC)C.FC(F)(F)C(O)=O.C(I)I.[Br:16][C:17]1[CH:22]=[CH:21][C:20]([O:23][CH:24]=[CH2:25])=[C:19]([Cl:26])[CH:18]=1, predict the reaction product. The product is: [Br:16][C:17]1[CH:22]=[CH:21][C:20]([O:23][CH:24]2[CH2:1][CH2:25]2)=[C:19]([Cl:26])[CH:18]=1.